This data is from Reaction yield outcomes from USPTO patents with 853,638 reactions. The task is: Predict the reaction yield, written as a fraction of the theoretical maximum amount of product (1.0 means a 100% yield; for example, 0.34 means a 34% yield). (1) The reactants are [CH3:1][C@@H:2]1[C@H:4]([C:5]2[CH:10]=[CH:9][CH:8]=[CH:7][CH:6]=2)[C@:3]1([NH:14][S:15]([C:18]1[S:19][C:20]([N:23]2[CH:27]=[C:26]([C:28]#[C:29][Si](C)(C)C)[CH:25]=[N:24]2)=[CH:21][CH:22]=1)(=[O:17])=[O:16])[C:11]([OH:13])=[O:12].C(=O)([O-])[O-].[K+].[K+].S([O-])(O)(=O)=O.[K+]. The catalyst is CO. The product is [C:28]([C:26]1[CH:25]=[N:24][N:23]([C:20]2[S:19][C:18]([S:15]([NH:14][C@:3]3([C:11]([OH:13])=[O:12])[C@@H:4]([C:5]4[CH:6]=[CH:7][CH:8]=[CH:9][CH:10]=4)[C@H:2]3[CH3:1])(=[O:16])=[O:17])=[CH:22][CH:21]=2)[CH:27]=1)#[CH:29]. The yield is 0.980. (2) The reactants are Cl[C:2]1[C:7]([CH:8]=[O:9])=[C:6]([N:10]2[CH2:22][CH2:21][N:13]3[C:14]4[CH2:15][CH2:16][CH2:17][CH2:18][C:19]=4[CH:20]=[C:12]3[C:11]2=[O:23])[N:5]=[CH:4][CH:3]=1.[CH3:24][N:25]1[CH:30]=[C:29](B2OC(C)(C)C(C)(C)O2)[CH:28]=[C:27]([NH:40][C:41]2[CH:46]=[CH:45][C:44]([N:47]3[CH2:52][CH2:51][N:50]([CH:53]4[CH2:56][O:55][CH2:54]4)[CH2:49][CH2:48]3)=[CH:43][N:42]=2)[C:26]1=[O:57]. The catalyst is C1C=CC(P(C2C=CC=CC=2)[C-]2C=CC=C2)=CC=1.C1C=CC(P(C2C=CC=CC=2)[C-]2C=CC=C2)=CC=1.Cl[Pd]Cl.[Fe+2].O1CCCC1. The product is [CH3:24][N:25]1[C:26](=[O:57])[C:27]([NH:40][C:41]2[CH:46]=[CH:45][C:44]([N:47]3[CH2:52][CH2:51][N:50]([CH:53]4[CH2:54][O:55][CH2:56]4)[CH2:49][CH2:48]3)=[CH:43][N:42]=2)=[CH:28][C:29]([C:2]2[C:7]([CH:8]=[O:9])=[C:6]([N:10]3[CH2:22][CH2:21][N:13]4[C:14]5[CH2:15][CH2:16][CH2:17][CH2:18][C:19]=5[CH:20]=[C:12]4[C:11]3=[O:23])[N:5]=[CH:4][CH:3]=2)=[CH:30]1. The yield is 0.730.